This data is from Peptide-MHC class I binding affinity with 185,985 pairs from IEDB/IMGT. The task is: Regression. Given a peptide amino acid sequence and an MHC pseudo amino acid sequence, predict their binding affinity value. This is MHC class I binding data. (1) The peptide sequence is ESVNNAVIM. The MHC is Mamu-A02 with pseudo-sequence Mamu-A02. The binding affinity (normalized) is 0.487. (2) The binding affinity (normalized) is 0. The peptide sequence is GGIGMAFGLT. The MHC is H-2-Dd with pseudo-sequence H-2-Dd.